This data is from Forward reaction prediction with 1.9M reactions from USPTO patents (1976-2016). The task is: Predict the product of the given reaction. (1) Given the reactants [CH2:1]([N:3]1[CH2:8][C:7]([CH3:10])([CH3:9])[O:6][C:5](=[O:11])[CH:4]1[CH2:12][C:13]([OH:15])=O)[CH3:2].C(N(C(C)C)CC)(C)C.CN(C(ON1N=NC2C=CC=NC1=2)=[N+](C)C)C.F[P-](F)(F)(F)(F)F.[CH3:49][C:50]1[CH:57]=[CH:56][CH:55]=[CH:54][C:51]=1[CH2:52][NH2:53], predict the reaction product. The product is: [CH2:1]([N:3]1[CH2:8][C:7]([CH3:9])([CH3:10])[O:6][C:5](=[O:11])[CH:4]1[CH2:12][C:13]([NH:53][CH2:52][C:51]1[CH:54]=[CH:55][CH:56]=[CH:57][C:50]=1[CH3:49])=[O:15])[CH3:2]. (2) Given the reactants [F:1][C:2]([F:28])([F:27])/[C:3](/[C:18]1[CH:23]=[C:22]([Cl:24])[C:21]([Cl:25])=[C:20]([Cl:26])[CH:19]=1)=[CH:4]/[C:5]([O:7][C@@H:8]1[CH2:13][C@H:12]([CH3:14])[CH2:11][CH2:10][C@H:9]1[CH:15]([CH3:17])[CH3:16])=[O:6].[Br:29][C:30]1[CH:35]=[C:34]([CH2:36][N+:37]#[C-:38])[CH:33]=[CH:32][C:31]=1[F:39].C1(C)C=CC=CC=1, predict the reaction product. The product is: [Br:29][C:30]1[CH:35]=[C:34]([CH:36]2[CH:4]([C:5]([O:7][C@@H:8]3[CH2:13][C@H:12]([CH3:14])[CH2:11][CH2:10][C@H:9]3[CH:15]([CH3:17])[CH3:16])=[O:6])[C:3]([C:18]3[CH:19]=[C:20]([Cl:26])[C:21]([Cl:25])=[C:22]([Cl:24])[CH:23]=3)([C:2]([F:1])([F:27])[F:28])[CH:38]=[N:37]2)[CH:33]=[CH:32][C:31]=1[F:39]. (3) Given the reactants [Br:1][C:2]1[CH:8]=[C:7]([Cl:9])[C:5](N)=[C:4]([Cl:10])[CH:3]=1.Br.N([O-])=O.[Na+].[C:16]([O:20][CH3:21])(=[O:19])[CH:17]=[CH2:18], predict the reaction product. The product is: [Br:1][C:2]1[CH:8]=[C:7]([Cl:9])[C:5](/[CH:18]=[CH:17]/[C:16]([O:20][CH3:21])=[O:19])=[C:4]([Cl:10])[CH:3]=1. (4) Given the reactants [N:1]1([CH2:6][CH2:7][CH2:8][O:9][C:10]2[CH:15]=[CH:14][C:13]([C:16]3([CH:22]=O)[CH2:21][CH2:20][O:19][CH2:18][CH2:17]3)=[CH:12][CH:11]=2)[CH2:5][CH2:4][CH2:3][CH2:2]1.[NH:24]1[CH2:29][CH2:28][CH:27]([CH2:30][OH:31])[CH2:26][CH2:25]1, predict the reaction product. The product is: [N:1]1([CH2:6][CH2:7][CH2:8][O:9][C:10]2[CH:11]=[CH:12][C:13]([C:16]3([CH2:22][N:24]4[CH2:29][CH2:28][CH:27]([CH2:30][OH:31])[CH2:26][CH2:25]4)[CH2:21][CH2:20][O:19][CH2:18][CH2:17]3)=[CH:14][CH:15]=2)[CH2:5][CH2:4][CH2:3][CH2:2]1. (5) Given the reactants [CH3:1][Si:2]([CH3:28])([CH3:27])[CH2:3][CH2:4][O:5][CH2:6][N:7]1[C:16]2[C:15]3[CH:17]=[CH:18][CH:19]=[CH:20][C:14]=3[O:13][C:12]3[CH:21]=[CH:22][CH:23]=[CH:24][C:11]=3[C:10]=2[CH:9]=[C:8]1[CH:25]=[O:26].[BH4-].[Na+], predict the reaction product. The product is: [CH3:1][Si:2]([CH3:28])([CH3:27])[CH2:3][CH2:4][O:5][CH2:6][N:7]1[C:16]2[C:15]3[CH:17]=[CH:18][CH:19]=[CH:20][C:14]=3[O:13][C:12]3[CH:21]=[CH:22][CH:23]=[CH:24][C:11]=3[C:10]=2[CH:9]=[C:8]1[CH2:25][OH:26]. (6) Given the reactants [CH3:1][N:2](C(ON1N=NC2C=CC=CC1=2)=[N+](C)C)[CH3:3].[B-](F)(F)(F)F.CNC.[N+:26]([C:29]1[CH:30]=[N:31][CH:32]=[CH:33][C:34]=1[O:35][CH:36]1[CH2:41][CH2:40][CH:39]([C:42]([OH:44])=O)[CH2:38][CH2:37]1)([O-:28])=[O:27].CCN(C(C)C)C(C)C, predict the reaction product. The product is: [CH3:1][N:2]([CH3:3])[C:42]([CH:39]1[CH2:38][CH2:37][CH:36]([O:35][C:34]2[CH:33]=[CH:32][N:31]=[CH:30][C:29]=2[N+:26]([O-:28])=[O:27])[CH2:41][CH2:40]1)=[O:44].